From a dataset of NCI-60 drug combinations with 297,098 pairs across 59 cell lines. Regression. Given two drug SMILES strings and cell line genomic features, predict the synergy score measuring deviation from expected non-interaction effect. (1) Drug 1: CC1=C(C(=O)C2=C(C1=O)N3CC4C(C3(C2COC(=O)N)OC)N4)N. Drug 2: B(C(CC(C)C)NC(=O)C(CC1=CC=CC=C1)NC(=O)C2=NC=CN=C2)(O)O. Cell line: HS 578T. Synergy scores: CSS=31.7, Synergy_ZIP=-4.04, Synergy_Bliss=-2.46, Synergy_Loewe=-30.2, Synergy_HSA=-2.51. (2) Drug 1: C1=CC(=C2C(=C1NCCNCCO)C(=O)C3=C(C=CC(=C3C2=O)O)O)NCCNCCO. Drug 2: CN1C(=O)N2C=NC(=C2N=N1)C(=O)N. Cell line: HCC-2998. Synergy scores: CSS=31.4, Synergy_ZIP=4.10, Synergy_Bliss=3.28, Synergy_Loewe=-23.1, Synergy_HSA=0.653. (3) Drug 1: C1=NNC2=C1C(=O)NC=N2. Drug 2: C(CN)CNCCSP(=O)(O)O. Cell line: SK-MEL-2. Synergy scores: CSS=-9.18, Synergy_ZIP=2.26, Synergy_Bliss=1.85, Synergy_Loewe=-0.861, Synergy_HSA=-2.21. (4) Drug 1: COC1=CC(=CC(=C1O)OC)C2C3C(COC3=O)C(C4=CC5=C(C=C24)OCO5)OC6C(C(C7C(O6)COC(O7)C8=CC=CS8)O)O. Drug 2: CC1=CC=C(C=C1)C2=CC(=NN2C3=CC=C(C=C3)S(=O)(=O)N)C(F)(F)F. Cell line: RPMI-8226. Synergy scores: CSS=55.4, Synergy_ZIP=4.06, Synergy_Bliss=5.14, Synergy_Loewe=-32.5, Synergy_HSA=4.40. (5) Drug 1: C1C(C(OC1N2C=NC3=C(N=C(N=C32)Cl)N)CO)O. Drug 2: CC1C(C(CC(O1)OC2CC(CC3=C2C(=C4C(=C3O)C(=O)C5=CC=CC=C5C4=O)O)(C(=O)C)O)N)O. Cell line: OVCAR-4. Synergy scores: CSS=22.2, Synergy_ZIP=-3.11, Synergy_Bliss=-0.175, Synergy_Loewe=-18.8, Synergy_HSA=0.614. (6) Drug 1: CC1OCC2C(O1)C(C(C(O2)OC3C4COC(=O)C4C(C5=CC6=C(C=C35)OCO6)C7=CC(=C(C(=C7)OC)O)OC)O)O. Drug 2: C1=CC(=CC=C1C#N)C(C2=CC=C(C=C2)C#N)N3C=NC=N3. Cell line: EKVX. Synergy scores: CSS=27.3, Synergy_ZIP=-8.13, Synergy_Bliss=0.596, Synergy_Loewe=-6.97, Synergy_HSA=1.18. (7) Drug 1: CNC(=O)C1=CC=CC=C1SC2=CC3=C(C=C2)C(=NN3)C=CC4=CC=CC=N4. Drug 2: C1=CC(=CC=C1CCC2=CNC3=C2C(=O)NC(=N3)N)C(=O)NC(CCC(=O)O)C(=O)O. Cell line: TK-10. Synergy scores: CSS=49.0, Synergy_ZIP=6.23, Synergy_Bliss=3.79, Synergy_Loewe=-7.11, Synergy_HSA=3.82. (8) Drug 1: C1=C(C(=O)NC(=O)N1)N(CCCl)CCCl. Drug 2: C1=CN(C(=O)N=C1N)C2C(C(C(O2)CO)O)O.Cl. Cell line: SR. Synergy scores: CSS=39.2, Synergy_ZIP=-8.77, Synergy_Bliss=-11.5, Synergy_Loewe=-9.72, Synergy_HSA=-7.95. (9) Drug 1: C1C(C(OC1N2C=NC3=C(N=C(N=C32)Cl)N)CO)O. Drug 2: N.N.Cl[Pt+2]Cl. Cell line: ACHN. Synergy scores: CSS=46.6, Synergy_ZIP=1.54, Synergy_Bliss=2.70, Synergy_Loewe=-11.2, Synergy_HSA=4.90. (10) Drug 1: CC1=C(N=C(N=C1N)C(CC(=O)N)NCC(C(=O)N)N)C(=O)NC(C(C2=CN=CN2)OC3C(C(C(C(O3)CO)O)O)OC4C(C(C(C(O4)CO)O)OC(=O)N)O)C(=O)NC(C)C(C(C)C(=O)NC(C(C)O)C(=O)NCCC5=NC(=CS5)C6=NC(=CS6)C(=O)NCCC[S+](C)C)O. Drug 2: CN(CCCl)CCCl.Cl. Cell line: SK-MEL-2. Synergy scores: CSS=31.8, Synergy_ZIP=-2.99, Synergy_Bliss=5.81, Synergy_Loewe=1.26, Synergy_HSA=6.07.